From a dataset of TCR-epitope binding with 47,182 pairs between 192 epitopes and 23,139 TCRs. Binary Classification. Given a T-cell receptor sequence (or CDR3 region) and an epitope sequence, predict whether binding occurs between them. The epitope is SEETGTLIV. The TCR CDR3 sequence is CASSTLPGTPRNEQYF. Result: 0 (the TCR does not bind to the epitope).